This data is from Reaction yield outcomes from USPTO patents with 853,638 reactions. The task is: Predict the reaction yield, written as a fraction of the theoretical maximum amount of product (1.0 means a 100% yield; for example, 0.34 means a 34% yield). (1) The reactants are [Br:1][C:2]1[CH:16]=[C:15](/[CH:17]=[CH:18]/[CH:19]([C:24]2[CH:29]=[C:28]([Cl:30])[C:27]([Cl:31])=[C:26]([Cl:32])[CH:25]=2)[C:20]([F:23])([F:22])[F:21])[CH:14]=[CH:13][C:3]=1[C:4]([NH:6][CH:7]1[CH2:12][CH2:11][NH:10][CH2:9][CH2:8]1)=[O:5].[CH2:33]([N:35](CC)CC)[CH3:34].BrCC#N. The catalyst is C1COCC1.C(OCC)(=O)C. The product is [Br:1][C:2]1[CH:16]=[C:15](/[CH:17]=[CH:18]/[CH:19]([C:24]2[CH:25]=[C:26]([Cl:32])[C:27]([Cl:31])=[C:28]([Cl:30])[CH:29]=2)[C:20]([F:23])([F:21])[F:22])[CH:14]=[CH:13][C:3]=1[C:4]([NH:6][CH:7]1[CH2:12][CH2:11][N:10]([CH2:34][C:33]#[N:35])[CH2:9][CH2:8]1)=[O:5]. The yield is 0.468. (2) The reactants are FC(F)(F)S(O[C:7]1[CH:12]=[C:11]([O:13][C:14](=[O:18])[N:15]([CH3:17])[CH3:16])[CH:10]=[CH:9][C:8]=1[CH:19]=[O:20])(=O)=O.[Cl-].[Li+].[CH2:25]([Sn](CCCC)(CCCC)C=C)[CH2:26]CC.[F-].[K+]. The catalyst is O1CCOCC1.C1C=CC([P]([Pd]([P](C2C=CC=CC=2)(C2C=CC=CC=2)C2C=CC=CC=2)([P](C2C=CC=CC=2)(C2C=CC=CC=2)C2C=CC=CC=2)[P](C2C=CC=CC=2)(C2C=CC=CC=2)C2C=CC=CC=2)(C2C=CC=CC=2)C2C=CC=CC=2)=CC=1.C(C1C=CC=C(C(C)(C)C)C=1O)(C)(C)C. The product is [CH3:16][N:15]([CH3:17])[C:14](=[O:18])[O:13][C:11]1[CH:10]=[CH:9][C:8]([CH:19]=[O:20])=[C:7]([CH:25]=[CH2:26])[CH:12]=1. The yield is 0.790.